Task: Predict the reactants needed to synthesize the given product.. Dataset: Full USPTO retrosynthesis dataset with 1.9M reactions from patents (1976-2016) (1) Given the product [Br:1][C:2]1[CH:15]=[CH:14][C:13]2[O:12][C@@H:11]3[C@H:6]([CH2:7][N:8]([C:26]([O:27][CH2:28][C:29]4[CH:34]=[CH:33][CH:32]=[CH:31][CH:30]=4)=[O:35])[CH2:9][CH2:10]3)[C:5](=[CH2:25])[C:4]=2[CH:3]=1, predict the reactants needed to synthesize it. The reactants are: [Br:1][C:2]1[CH:15]=[CH:14][C:13]2[O:12][C@@H:11]3[C@H:6]([CH2:7][N:8](CC4C=CC(OC)=CC=4)[CH2:9][CH2:10]3)[C:5](=[CH2:25])[C:4]=2[CH:3]=1.[C:26](Cl)(=[O:35])[O:27][CH2:28][C:29]1[CH:34]=[CH:33][CH:32]=[CH:31][CH:30]=1. (2) Given the product [CH3:24][O:14][C:13](=[O:15])[C@@H:12]([OH:16])[C@@H:11]([NH:10][C:8]([O:7][CH2:5][CH3:6])=[O:9])[CH2:17][C:18]1[CH:19]=[CH:20][CH:21]=[CH:22][CH:23]=1, predict the reactants needed to synthesize it. The reactants are: S(Cl)(Cl)=O.[CH2:5]([O:7][C:8]([NH:10][C@@H:11]([CH2:17][C:18]1[CH:23]=[CH:22][CH:21]=[CH:20][CH:19]=1)[C@H:12]([OH:16])[C:13]([OH:15])=[O:14])=[O:9])[CH3:6].[C:24]1(C)C=CC=CC=1. (3) Given the product [N+:17]([C:14]1[CH:13]=[CH:12][C:11]([C:10]2[CH:6]=[CH:7][NH:8][CH:9]=2)=[CH:16][CH:15]=1)([O-:19])=[O:18], predict the reactants needed to synthesize it. The reactants are: C(OC([C:6]1[C:10]([C:11]2[CH:16]=[CH:15][C:14]([N+:17]([O-:19])=[O:18])=[CH:13][CH:12]=2)=[CH:9][NH:8][CH:7]=1)=O)C.[OH-].[Na+].O.C(Cl)Cl.